This data is from NCI-60 drug combinations with 297,098 pairs across 59 cell lines. The task is: Regression. Given two drug SMILES strings and cell line genomic features, predict the synergy score measuring deviation from expected non-interaction effect. (1) Drug 1: CN(C)C1=NC(=NC(=N1)N(C)C)N(C)C. Drug 2: C1=CC(=CC=C1C#N)C(C2=CC=C(C=C2)C#N)N3C=NC=N3. Cell line: T-47D. Synergy scores: CSS=-1.93, Synergy_ZIP=3.61, Synergy_Bliss=5.09, Synergy_Loewe=0.668, Synergy_HSA=0.934. (2) Drug 1: C1=CC=C(C(=C1)C(C2=CC=C(C=C2)Cl)C(Cl)Cl)Cl. Cell line: SF-539. Drug 2: CCCCCOC(=O)NC1=NC(=O)N(C=C1F)C2C(C(C(O2)C)O)O. Synergy scores: CSS=7.50, Synergy_ZIP=-2.44, Synergy_Bliss=-0.990, Synergy_Loewe=-0.157, Synergy_HSA=0.443. (3) Drug 1: C1CCN(CC1)CCOC2=CC=C(C=C2)C(=O)C3=C(SC4=C3C=CC(=C4)O)C5=CC=C(C=C5)O. Drug 2: CC1=C(N=C(N=C1N)C(CC(=O)N)NCC(C(=O)N)N)C(=O)NC(C(C2=CN=CN2)OC3C(C(C(C(O3)CO)O)O)OC4C(C(C(C(O4)CO)O)OC(=O)N)O)C(=O)NC(C)C(C(C)C(=O)NC(C(C)O)C(=O)NCCC5=NC(=CS5)C6=NC(=CS6)C(=O)NCCC[S+](C)C)O. Cell line: SW-620. Synergy scores: CSS=-6.80, Synergy_ZIP=4.74, Synergy_Bliss=2.28, Synergy_Loewe=-5.44, Synergy_HSA=-4.89. (4) Drug 1: CC1=CC=C(C=C1)C2=CC(=NN2C3=CC=C(C=C3)S(=O)(=O)N)C(F)(F)F. Drug 2: CCC1(CC2CC(C3=C(CCN(C2)C1)C4=CC=CC=C4N3)(C5=C(C=C6C(=C5)C78CCN9C7C(C=CC9)(C(C(C8N6C)(C(=O)OC)O)OC(=O)C)CC)OC)C(=O)OC)O.OS(=O)(=O)O. Cell line: A498. Synergy scores: CSS=0.695, Synergy_ZIP=5.37, Synergy_Bliss=0.132, Synergy_Loewe=-0.544, Synergy_HSA=-1.16. (5) Drug 1: CC1=C(C=C(C=C1)NC2=NC=CC(=N2)N(C)C3=CC4=NN(C(=C4C=C3)C)C)S(=O)(=O)N.Cl. Drug 2: CCN(CC)CCCC(C)NC1=C2C=C(C=CC2=NC3=C1C=CC(=C3)Cl)OC. Cell line: K-562. Synergy scores: CSS=67.0, Synergy_ZIP=5.19, Synergy_Bliss=1.98, Synergy_Loewe=4.34, Synergy_HSA=3.89. (6) Drug 1: CC12CCC3C(C1CCC2=O)CC(=C)C4=CC(=O)C=CC34C. Drug 2: CS(=O)(=O)CCNCC1=CC=C(O1)C2=CC3=C(C=C2)N=CN=C3NC4=CC(=C(C=C4)OCC5=CC(=CC=C5)F)Cl. Cell line: MCF7. Synergy scores: CSS=13.4, Synergy_ZIP=1.66, Synergy_Bliss=2.53, Synergy_Loewe=-0.874, Synergy_HSA=0.540. (7) Drug 1: C1=CC(=CC=C1C#N)C(C2=CC=C(C=C2)C#N)N3C=NC=N3. Drug 2: CC1=C(C(=CC=C1)Cl)NC(=O)C2=CN=C(S2)NC3=CC(=NC(=N3)C)N4CCN(CC4)CCO. Cell line: ACHN. Synergy scores: CSS=1.85, Synergy_ZIP=-1.03, Synergy_Bliss=1.26, Synergy_Loewe=-0.774, Synergy_HSA=0.334. (8) Synergy scores: CSS=42.9, Synergy_ZIP=6.30, Synergy_Bliss=6.50, Synergy_Loewe=-29.4, Synergy_HSA=5.62. Drug 2: CC(C)NC(=O)C1=CC=C(C=C1)CNNC.Cl. Cell line: UACC62. Drug 1: C1=CC(=C2C(=C1NCCNCCO)C(=O)C3=C(C=CC(=C3C2=O)O)O)NCCNCCO. (9) Drug 1: C1=C(C(=O)NC(=O)N1)F. Drug 2: C1=CC(=CC=C1C#N)C(C2=CC=C(C=C2)C#N)N3C=NC=N3. Cell line: HCC-2998. Synergy scores: CSS=22.5, Synergy_ZIP=-5.63, Synergy_Bliss=-11.9, Synergy_Loewe=-11.8, Synergy_HSA=-11.4.